From a dataset of Reaction yield outcomes from USPTO patents with 853,638 reactions. Predict the reaction yield, written as a fraction of the theoretical maximum amount of product (1.0 means a 100% yield; for example, 0.34 means a 34% yield). (1) The reactants are [CH3:1][C:2]1[C:6]([CH2:7][N:8]2[CH2:13][CH2:12][N:11]([C:14]3[C:19]([C:20]4[CH:25]=[CH:24][C:23]([F:26])=[CH:22][CH:21]=4)=[N:18][CH:17]=[CH:16][N:15]=3)[CH2:10][CH2:9]2)=[C:5]([CH3:27])[NH:4][N:3]=1.[C:28]1([S:34](Cl)(=[O:36])=[O:35])[CH:33]=[CH:32][CH:31]=[CH:30][CH:29]=1. The catalyst is N1C=CC=CC=1. The product is [C:28]1([S:34]([N:4]2[C:5]([CH3:27])=[C:6]([CH2:7][N:8]3[CH2:13][CH2:12][N:11]([C:14]4[C:19]([C:20]5[CH:25]=[CH:24][C:23]([F:26])=[CH:22][CH:21]=5)=[N:18][CH:17]=[CH:16][N:15]=4)[CH2:10][CH2:9]3)[C:2]([CH3:1])=[N:3]2)(=[O:36])=[O:35])[CH:33]=[CH:32][CH:31]=[CH:30][CH:29]=1. The yield is 0.680. (2) The reactants are [C:1]([O:5][C:6]([N:8]1[CH:14]([C:15](=O)[NH:16][CH2:17][C:18]([C:20]2[CH:25]=[CH:24][C:23]([Br:26])=[CH:22][CH:21]=2)=O)[CH2:13][C:10]2([CH2:12][CH2:11]2)[CH2:9]1)=[O:7])([CH3:4])([CH3:3])[CH3:2].C([O-])(=O)C.[NH4+:32]. The catalyst is CCOC(C)=O. The product is [C:1]([O:5][C:6]([N:8]1[CH:14]([C:15]2[NH:32][C:18]([C:20]3[CH:25]=[CH:24][C:23]([Br:26])=[CH:22][CH:21]=3)=[CH:17][N:16]=2)[CH2:13][C:10]2([CH2:12][CH2:11]2)[CH2:9]1)=[O:7])([CH3:4])([CH3:3])[CH3:2]. The yield is 0.610. (3) The reactants are [Cl:1][C:2]1[C:11](Cl)=[N:10][C:9]2[C:4](=[CH:5][CH:6]=[CH:7][CH:8]=2)[N:3]=1.C[N:14](C=O)C. The catalyst is O. The product is [Cl:1][C:2]1[C:11]([NH2:14])=[N:10][C:9]2[C:4]([N:3]=1)=[CH:5][CH:6]=[CH:7][CH:8]=2. The yield is 0.530. (4) The reactants are [NH:1]1[CH2:6][CH2:5][CH:4]([C:7]2[CH:8]=[C:9]([CH:19]=[CH:20][CH:21]=2)[CH2:10][NH:11][C:12](=[O:18])[O:13][C:14]([CH3:17])([CH3:16])[CH3:15])[CH2:3][CH2:2]1.[OH:22][C:23]1[CH:24]=[C:25]([CH:29]=[CH:30][C:31]=1[OH:32])[C:26](O)=[O:27].CCN=C=NCCCN(C)C.C1C=CC2N(O)N=NC=2C=1.CCN(C(C)C)C(C)C. The catalyst is CN(C=O)C.CCOC(C)=O. The product is [OH:22][C:23]1[CH:24]=[C:25]([CH:29]=[CH:30][C:31]=1[OH:32])[C:26]([N:1]1[CH2:6][CH2:5][CH:4]([C:7]2[CH:8]=[C:9]([CH:19]=[CH:20][CH:21]=2)[CH2:10][NH:11][C:12](=[O:18])[O:13][C:14]([CH3:17])([CH3:15])[CH3:16])[CH2:3][CH2:2]1)=[O:27]. The yield is 0.570. (5) The reactants are C(O)(C(F)(F)F)=O.[Br:8][C:9]1[CH:27]=[C:26](/[CH:28]=[CH:29]/[CH:30]([C:35]2[CH:40]=[C:39]([Cl:41])[C:38]([Cl:42])=[C:37]([Cl:43])[CH:36]=2)[C:31]([F:34])([F:33])[F:32])[CH:25]=[CH:24][C:10]=1[C:11]([NH:13][CH2:14][CH2:15][NH:16]C(=O)OC(C)(C)C)=[O:12]. The catalyst is C(Cl)Cl. The product is [NH2:16][CH2:15][CH2:14][NH:13][C:11](=[O:12])[C:10]1[CH:24]=[CH:25][C:26](/[CH:28]=[CH:29]/[CH:30]([C:35]2[CH:40]=[C:39]([Cl:41])[C:38]([Cl:42])=[C:37]([Cl:43])[CH:36]=2)[C:31]([F:34])([F:32])[F:33])=[CH:27][C:9]=1[Br:8]. The yield is 0.310. (6) The reactants are Cl[C:2]1[N:3]=[C:4]([NH:11][C:12]2[CH:17]=[CH:16][C:15]([O:18][CH3:19])=[C:14]([O:20][CH3:21])[CH:13]=2)[C:5]2[N:10]=[CH:9][S:8][C:6]=2[N:7]=1.CC1(C)C(C)(C)OB([C:30]2[CH:31]=[C:32]([CH:45]=[CH:46][CH:47]=2)[CH2:33][CH2:34][C:35]2[CH:44]=[CH:43][C:38]([C:39]([O:41][CH3:42])=[O:40])=[CH:37][CH:36]=2)O1.C([O-])([O-])=O.[Na+].[Na+].O. The catalyst is O1CCOCC1.C1C=CC([P]([Pd]([P](C2C=CC=CC=2)(C2C=CC=CC=2)C2C=CC=CC=2)([P](C2C=CC=CC=2)(C2C=CC=CC=2)C2C=CC=CC=2)[P](C2C=CC=CC=2)(C2C=CC=CC=2)C2C=CC=CC=2)(C2C=CC=CC=2)C2C=CC=CC=2)=CC=1. The product is [CH3:21][O:20][C:14]1[CH:13]=[C:12]([NH:11][C:4]2[C:5]3[N:10]=[CH:9][S:8][C:6]=3[N:7]=[C:2]([C:30]3[CH:31]=[C:32]([CH:45]=[CH:46][CH:47]=3)[CH2:33][CH2:34][C:35]3[CH:36]=[CH:37][C:38]([C:39]([O:41][CH3:42])=[O:40])=[CH:43][CH:44]=3)[N:3]=2)[CH:17]=[CH:16][C:15]=1[O:18][CH3:19]. The yield is 0.560. (7) The reactants are [CH3:1][N:2]1[CH2:7][CH2:6][NH:5][CH2:4][CH2:3]1.[N+:8]([C:11]1[CH:18]=[CH:17][C:14]([CH2:15]Cl)=[CH:13][CH:12]=1)([O-:10])=[O:9].O. The catalyst is O1CCCC1. The product is [CH3:1][N:2]1[CH2:7][CH2:6][N:5]([CH2:15][C:14]2[CH:17]=[CH:18][C:11]([N+:8]([O-:10])=[O:9])=[CH:12][CH:13]=2)[CH2:4][CH2:3]1. The yield is 0.500. (8) The reactants are O=P(Cl)(Cl)Cl.[O:6]1[C:10]2[CH:11]=[CH:12][C:13]([C:15]3([C:18]([NH:20][C:21]4[CH:22]=[C:23]5[C:27](=[CH:28][CH:29]=4)[NH:26][C:25]([C:30]([CH3:33])([CH3:32])[CH3:31])=[CH:24]5)=[O:19])[CH2:17][CH2:16]3)=[CH:14][C:9]=2[O:8][CH2:7]1.CN([CH:37]=[O:38])C. No catalyst specified. The product is [O:6]1[C:10]2[CH:11]=[CH:12][C:13]([C:15]3([C:18]([NH:20][C:21]4[CH:22]=[C:23]5[C:27](=[CH:28][CH:29]=4)[NH:26][C:25]([C:30]([CH3:33])([CH3:32])[CH3:31])=[C:24]5[CH:37]=[O:38])=[O:19])[CH2:17][CH2:16]3)=[CH:14][C:9]=2[O:8][CH2:7]1. The yield is 0.610. (9) The reactants are [NH2:1][C:2]1[CH:17]=[CH:16][C:15]([Cl:18])=[CH:14][C:3]=1[C:4]([NH:6][C:7]1[CH:12]=[CH:11][CH:10]=[CH:9][C:8]=1[Cl:13])=[O:5].[Cl:19][CH2:20][C:21](Cl)=O. The catalyst is C(O)(=O)C. The product is [Cl:18][C:15]1[CH:14]=[C:3]2[C:2](=[CH:17][CH:16]=1)[N:1]=[C:21]([CH2:20][Cl:19])[N:6]([C:7]1[CH:12]=[CH:11][CH:10]=[CH:9][C:8]=1[Cl:13])[C:4]2=[O:5]. The yield is 0.920.